This data is from Forward reaction prediction with 1.9M reactions from USPTO patents (1976-2016). The task is: Predict the product of the given reaction. Given the reactants [CH2:1]([N:8]1[C:16]2[C:11](=[CH:12][CH:13]=[CH:14][CH:15]=2)[C@:10]2([CH2:18][C@H:17]2[C:19]2[CH:27]=[C:26]3[C:22]([CH:23]=[N:24][N:25]3[CH2:28][C:29]3[CH:34]=[CH:33][CH:32]=[CH:31][CH:30]=3)=[CH:21][CH:20]=2)[C:9]1=[O:35])C1C=CC=CC=1.CS(O[C@@H](C1C=C2C(C=NN2CC2C=CC=CC=2)=CC=1)COS(C)(=O)=O)(=O)=O.CN1C2C(=CC=CC=2)CC1=O, predict the reaction product. The product is: [CH2:28]([N:25]1[C:26]2[C:22](=[CH:21][CH:20]=[C:19]([C@H:17]3[C@@:10]4([C:11]5[C:16](=[CH:15][CH:14]=[CH:13][CH:12]=5)[N:8]([CH3:1])[C:9]4=[O:35])[CH2:18]3)[CH:27]=2)[CH:23]=[N:24]1)[C:29]1[CH:30]=[CH:31][CH:32]=[CH:33][CH:34]=1.